Predict which catalyst facilitates the given reaction. From a dataset of Catalyst prediction with 721,799 reactions and 888 catalyst types from USPTO. Reactant: C(OC([N:8](CC1C=CC(OC)=CC=1)[C:9]1[S:10][CH:11]=[C:12]([CH:14]([O:20][CH:21]([CH3:23])[CH3:22])[C:15]([O:17][CH2:18][CH3:19])=[O:16])[N:13]=1)=O)(C)(C)C. Product: [NH2:8][C:9]1[S:10][CH:11]=[C:12]([CH:14]([O:20][CH:21]([CH3:22])[CH3:23])[C:15]([O:17][CH2:18][CH3:19])=[O:16])[N:13]=1. The catalyst class is: 67.